Dataset: NCI-60 drug combinations with 297,098 pairs across 59 cell lines. Task: Regression. Given two drug SMILES strings and cell line genomic features, predict the synergy score measuring deviation from expected non-interaction effect. (1) Drug 1: CN(C)N=NC1=C(NC=N1)C(=O)N. Drug 2: C1=NC2=C(N=C(N=C2N1C3C(C(C(O3)CO)O)O)F)N. Cell line: SN12C. Synergy scores: CSS=2.98, Synergy_ZIP=-6.05, Synergy_Bliss=0.478, Synergy_Loewe=-10.1, Synergy_HSA=-1.68. (2) Drug 1: CCC1=CC2CC(C3=C(CN(C2)C1)C4=CC=CC=C4N3)(C5=C(C=C6C(=C5)C78CCN9C7C(C=CC9)(C(C(C8N6C)(C(=O)OC)O)OC(=O)C)CC)OC)C(=O)OC.C(C(C(=O)O)O)(C(=O)O)O. Drug 2: C1=CC(=CC=C1CC(C(=O)O)N)N(CCCl)CCCl.Cl. Cell line: LOX IMVI. Synergy scores: CSS=48.9, Synergy_ZIP=-4.26, Synergy_Bliss=-0.00865, Synergy_Loewe=-22.0, Synergy_HSA=3.14.